From a dataset of NCI-60 drug combinations with 297,098 pairs across 59 cell lines. Regression. Given two drug SMILES strings and cell line genomic features, predict the synergy score measuring deviation from expected non-interaction effect. Drug 1: C1=CC(=CC=C1C#N)C(C2=CC=C(C=C2)C#N)N3C=NC=N3. Drug 2: CCC1(CC2CC(C3=C(CCN(C2)C1)C4=CC=CC=C4N3)(C5=C(C=C6C(=C5)C78CCN9C7C(C=CC9)(C(C(C8N6C=O)(C(=O)OC)O)OC(=O)C)CC)OC)C(=O)OC)O.OS(=O)(=O)O. Cell line: SK-MEL-5. Synergy scores: CSS=18.0, Synergy_ZIP=-7.94, Synergy_Bliss=-4.78, Synergy_Loewe=-5.67, Synergy_HSA=-5.58.